From a dataset of Reaction yield outcomes from USPTO patents with 853,638 reactions. Predict the reaction yield, written as a fraction of the theoretical maximum amount of product (1.0 means a 100% yield; for example, 0.34 means a 34% yield). (1) The reactants are [C:1]([NH:9][N:10]([CH2:36][CH2:37][C:38]([O:40]CC1C=CC=CC=1)=[O:39])[C:11]([N:13]1[C@H:18]([C:19]([O:21][C:22]([CH3:25])([CH3:24])[CH3:23])=[O:20])[CH2:17][CH2:16][CH2:15][N:14]1C(OCC1C=CC=CC=1)=O)=[O:12])(=[O:8])[C:2]1[CH:7]=[CH:6][CH:5]=[CH:4][CH:3]=1. The catalyst is CO.[Pd]. The product is [C:1]([NH:9][N:10]([CH2:36][CH2:37][C:38]([OH:40])=[O:39])[C:11]([N:13]1[C@H:18]([C:19]([O:21][C:22]([CH3:25])([CH3:23])[CH3:24])=[O:20])[CH2:17][CH2:16][CH2:15][NH:14]1)=[O:12])(=[O:8])[C:2]1[CH:3]=[CH:4][CH:5]=[CH:6][CH:7]=1. The yield is 1.00. (2) The product is [CH2:12]([N:14]([CH2:23][CH3:24])[C:15]1[CH:22]=[CH:21][C:18]([CH:19]([NH:11][C:9](=[O:10])[CH2:8][CH2:7][C:1]2[CH:6]=[CH:5][CH:4]=[CH:3][CH:2]=2)[NH:11][C:9](=[O:10])[CH2:8][CH2:7][C:1]2[CH:6]=[CH:5][CH:4]=[CH:3][CH:2]=2)=[CH:17][CH:16]=1)[CH3:13]. No catalyst specified. The reactants are [C:1]1([CH2:7][CH2:8][C:9]([NH2:11])=[O:10])[CH:6]=[CH:5][CH:4]=[CH:3][CH:2]=1.[CH2:12]([N:14]([CH2:23][CH3:24])[C:15]1[CH:22]=[CH:21][C:18]([CH:19]=O)=[CH:17][CH:16]=1)[CH3:13]. The yield is 0.660.